From a dataset of Catalyst prediction with 721,799 reactions and 888 catalyst types from USPTO. Predict which catalyst facilitates the given reaction. (1) Product: [CH2:31]([O:33][C:34]([C:35]1[N:37]=[C:12]([C:11]2[CH:15]=[CH:16][N:17]=[CH:18][C:10]=2[NH:9][C:3]2[CH:4]=[CH:5][C:6]([I:8])=[CH:7][C:2]=2[F:1])[O:14][N:36]=1)=[O:39])[CH3:32]. Reactant: [F:1][C:2]1[CH:7]=[C:6]([I:8])[CH:5]=[CH:4][C:3]=1[NH:9][C:10]1[CH:18]=[N:17][CH:16]=[CH:15][C:11]=1[C:12]([OH:14])=O.N1(C(N2C=CN=C2)=O)C=CN=C1.[CH2:31]([O:33][C:34](=[O:39])[C:35]([NH:37]O)=[NH:36])[CH3:32]. The catalyst class is: 18. (2) Reactant: [O:1]1[CH2:4][C:3](=O)[CH2:2]1.[N+:6]([C:9]1[CH:14]=[CH:13][C:12]([N:15]2[CH2:20][CH2:19][CH2:18][C@@H:17]([NH2:21])[CH2:16]2)=[CH:11][C:10]=1[O:22][CH:23]([CH3:25])[CH3:24])([O-:8])=[O:7].C(O[BH-](OC(=O)C)OC(=O)C)(=O)C.[Na+]. Product: [N+:6]([C:9]1[CH:14]=[CH:13][C:12]([N:15]2[CH2:20][CH2:19][CH2:18][C@@H:17]([NH:21][CH:3]3[CH2:2][O:1][CH2:4]3)[CH2:16]2)=[CH:11][C:10]=1[O:22][CH:23]([CH3:25])[CH3:24])([O-:8])=[O:7]. The catalyst class is: 662. (3) The catalyst class is: 196. Reactant: Cl[C:2]1[N:9]=[CH:8][C:7]([F:10])=[CH:6][C:3]=1[C:4]#[N:5].O.[NH2:12][NH2:13].O. Product: [F:10][C:7]1[CH:6]=[C:3]2[C:4]([NH2:5])=[N:13][NH:12][C:2]2=[N:9][CH:8]=1. (4) Reactant: C(O[BH-](OC(=O)C)OC(=O)C)(=O)C.[Na+].[C:15]([C:19]1[CH:20]=[C:21]([C:28]2[CH:29]=[N:30][C:31]([C:34]([F:37])([F:36])[F:35])=[CH:32][CH:33]=2)[C:22]([OH:27])=[C:23]([CH:26]=1)[CH:24]=O)([CH3:18])([CH3:17])[CH3:16].[NH:38]1[CH2:43][CH2:42][CH2:41][CH2:40][CH2:39]1.C(O)C.[ClH:47]. Product: [ClH:47].[C:15]([C:19]1[CH:20]=[C:21]([C:28]2[CH:29]=[N:30][C:31]([C:34]([F:36])([F:35])[F:37])=[CH:32][CH:33]=2)[C:22]([OH:27])=[C:23]([CH2:24][N:38]2[CH2:43][CH2:42][CH2:41][CH2:40][CH2:39]2)[CH:26]=1)([CH3:17])([CH3:16])[CH3:18]. The catalyst class is: 7. (5) Reactant: [CH3:1][O:2][C:3]([C:5]1[CH:10]=[N:9][C:8]([CH2:11]Br)=[CH:7][N:6]=1)=[O:4].[F:13][C:14]([F:24])([F:23])[O:15][C:16]1[CH:17]=[C:18]([OH:22])[CH:19]=[CH:20][CH:21]=1.C(=O)([O-])[O-].[K+].[K+]. Product: [CH3:1][O:2][C:3]([C:5]1[CH:10]=[N:9][C:8]([CH2:11][O:22][C:18]2[CH:19]=[CH:20][CH:21]=[C:16]([O:15][C:14]([F:13])([F:23])[F:24])[CH:17]=2)=[CH:7][N:6]=1)=[O:4]. The catalyst class is: 3.